This data is from M1 muscarinic receptor agonist screen with 61,833 compounds. The task is: Binary Classification. Given a drug SMILES string, predict its activity (active/inactive) in a high-throughput screening assay against a specified biological target. (1) The drug is S(CC(=O)N1CCCC1)c1n(CCc2ccccc2)c(nn1)Cn1c2c(sc1=O)cccc2. The result is 0 (inactive). (2) The drug is s1c(C(N2CCN(CC2)C)C(NC(=O)C2CCCCC2)C)ccc1. The result is 0 (inactive). (3) The result is 0 (inactive). The molecule is O1C(n2c3ncnc(N)c3nc2)C2OC(OC2C1CO)OCC. (4) The drug is s1c(C(N2CC(CC(C2)C)C)c2cc(OC)c(OC)c(OC)c2)c(O)n2nc(nc12)C. The result is 0 (inactive). (5) The molecule is S(CC1OCCCC1)c1[nH]c2c(c(=O)n1)cccc2. The result is 0 (inactive). (6) The drug is o1c(c2nn(nn2)CC(=O)N(CC)CC)ccc1C. The result is 0 (inactive). (7) The molecule is S(=O)(=O)(N1CCCC1)c1ccc(cc1)c1nc(sc1)NC(=O)C1Oc2c(OC1)cccc2. The result is 0 (inactive). (8) The drug is FC(F)(F)C1(N(C2CC1C=C2)C(=O)c1cccnc1)C(F)(F)F. The result is 0 (inactive). (9) The compound is o1nc(cc1CC(C)C)C(=O)NC(CC)C. The result is 0 (inactive).